This data is from Catalyst prediction with 721,799 reactions and 888 catalyst types from USPTO. The task is: Predict which catalyst facilitates the given reaction. (1) Reactant: [CH2:1]([O:3][C:4](=[O:13])[CH2:5][CH2:6][C:7](=O)[C:8]([F:11])([F:10])[F:9])[CH3:2].Cl.[C:15]1([CH3:23])[CH:20]=[CH:19][C:18]([NH:21]N)=[CH:17][CH:16]=1.Cl. Product: [CH2:1]([O:3][C:4](=[O:13])[CH2:5][C:6]1[C:19]2[C:18](=[CH:17][CH:16]=[C:15]([CH3:23])[CH:20]=2)[NH:21][C:7]=1[C:8]([F:11])([F:10])[F:9])[CH3:2]. The catalyst class is: 8. (2) Reactant: [CH:1]1([CH2:6][N:7]2[C:11]3=[N:12][CH:13]=[C:14]([F:16])[CH:15]=[C:10]3[C:9](I)=[N:8]2)[CH2:5][CH2:4][CH2:3][CH2:2]1.[Cu][C:19]#[N:20]. Product: [CH:1]1([CH2:6][N:7]2[C:11]3=[N:12][CH:13]=[C:14]([F:16])[CH:15]=[C:10]3[C:9]([C:19]#[N:20])=[N:8]2)[CH2:5][CH2:4][CH2:3][CH2:2]1. The catalyst class is: 376. (3) Reactant: [Cl:1][CH:2]([CH2:6][C:7]1[CH:12]=[CH:11][C:10]([NH:13][C:14]([O:16][C:17]([CH3:20])([CH3:19])[CH3:18])=[O:15])=[CH:9][CH:8]=1)[C:3]([OH:5])=[O:4].CCOC(C)=O.CO.[Na+].[Cl-]. Product: [Cl:1][C@H:2]([CH2:6][C:7]1[CH:12]=[CH:11][C:10]([NH:13][C:14]([O:16][C:17]([CH3:20])([CH3:19])[CH3:18])=[O:15])=[CH:9][CH:8]=1)[C:3]([OH:5])=[O:4]. The catalyst class is: 32. (4) Reactant: [CH3:1][N:2]1[CH2:18][CH2:17][C:5]2[N:6]([CH2:14][C:15]#[CH:16])[C:7]3[CH:8]=[CH:9][C:10]([CH3:13])=[CH:11][C:12]=3[C:4]=2[CH2:3]1.Br[C:20]1[CH:25]=[CH:24][CH:23]=[CH:22][N:21]=1.C(N(CC)CC)C. Product: [CH3:1][N:2]1[CH2:18][CH2:17][C:5]2[N:6]([CH2:14][C:15]#[C:16][C:20]3[CH:25]=[CH:24][CH:23]=[CH:22][N:21]=3)[C:7]3[CH:8]=[CH:9][C:10]([CH3:13])=[CH:11][C:12]=3[C:4]=2[CH2:3]1. The catalyst class is: 767. (5) Reactant: [CH3:1][O:2][CH2:3][C:4]1[C:11]([F:12])=[C:10]([F:13])[C:7]([CH2:8][OH:9])=[C:6]([F:14])[C:5]=1[F:15].N1C=CC=CC=1.[CH3:22][C:23]([CH3:33])=[CH:24][CH:25]1[CH:27]([C:28](Cl)=[O:29])[C:26]1([CH3:32])[CH3:31]. Product: [CH3:22][C:23]([CH3:33])=[CH:24][CH:25]1[CH:27]([C:28]([O:9][CH2:8][C:7]2[C:6]([F:14])=[C:5]([F:15])[C:4]([CH2:3][O:2][CH3:1])=[C:11]([F:12])[C:10]=2[F:13])=[O:29])[C:26]1([CH3:32])[CH3:31]. The catalyst class is: 7. (6) Reactant: [CH:1]1[C:6]([CH:7]=O)=[CH:5][C:4]2[O:9][CH2:10][O:11][C:3]=2[CH:2]=1.[N+:12]([CH3:15])([O-:14])=[O:13].[OH-].[Na+].Cl. Product: [CH2:10]1[O:11][C:3]2[CH:2]=[CH:1][C:6](/[CH:7]=[CH:15]/[N+:12]([O-:14])=[O:13])=[CH:5][C:4]=2[O:9]1. The catalyst class is: 24. (7) Reactant: [CH3:13][C:12]([O:11][C:9](O[C:9]([O:11][C:12]([CH3:15])([CH3:14])[CH3:13])=[O:10])=[O:10])([CH3:15])[CH3:14].[NH2:16][C:17]1[CH:24]=[CH:23][C:20]([CH2:21][NH2:22])=[CH:19][CH:18]=1.CCN(CC)CC. Product: [NH2:16][C:17]1[CH:24]=[CH:23][C:20]([CH2:21][NH:22][C:9](=[O:10])[O:11][C:12]([CH3:13])([CH3:14])[CH3:15])=[CH:19][CH:18]=1. The catalyst class is: 2.